The task is: Predict which catalyst facilitates the given reaction.. This data is from Catalyst prediction with 721,799 reactions and 888 catalyst types from USPTO. (1) Reactant: C1(N=C=NC2CCCCC2)CCCCC1.[CH3:16][NH:17][CH:18]1[CH:23]2[CH2:24][CH2:25][CH:19]1[CH2:20][N:21]([CH2:26][CH2:27][CH2:28][NH:29][C:30]1[CH:37]=[CH:36][C:33]([C:34]#[N:35])=[CH:32][CH:31]=1)[CH2:22]2.[CH3:38][CH:39]([CH3:44])[CH2:40][C:41](O)=[O:42].C([O-])([O-])=O.[K+].[K+]. Product: [C:34]([C:33]1[CH:32]=[CH:31][C:30]([NH:29][CH2:28][CH2:27][CH2:26][N:21]2[CH2:22][CH:23]3[CH:18]([N:17]([CH3:16])[C:41](=[O:42])[CH2:40][CH:39]([CH3:44])[CH3:38])[CH:19]([CH2:25][CH2:24]3)[CH2:20]2)=[CH:37][CH:36]=1)#[N:35]. The catalyst class is: 85. (2) Product: [Br:1][C:2]1[CH:7]=[C:6]([Cl:8])[C:5]([CH:9]=[O:16])=[C:4]([Cl:15])[CH:3]=1. Reactant: [Br:1][C:2]1[CH:7]=[C:6]([Cl:8])[C:5](/[CH:9]=C/C(OC)=O)=[C:4]([Cl:15])[CH:3]=1.[O:16]=[O+][O-].CSC. The catalyst class is: 4. (3) Reactant: [C:1]1([C:31]2[CH:36]=[CH:35][CH:34]=[CH:33][CH:32]=2)[CH:6]=[CH:5][C:4]([C:7]2[CH:8]=[C:9]([NH:17][C:18]3[N:27]=[CH:26][C:25]([CH:28]4[CH2:30][CH2:29]4)=[CH:24][C:19]=3[C:20]([O:22]C)=[O:21])[CH:10]=[C:11]3[C:15]=2[N:14]([CH3:16])[CH:13]=[CH:12]3)=[CH:3][CH:2]=1.[OH-].[Na+]. Product: [C:1]1([C:31]2[CH:32]=[CH:33][CH:34]=[CH:35][CH:36]=2)[CH:6]=[CH:5][C:4]([C:7]2[CH:8]=[C:9]([NH:17][C:18]3[N:27]=[CH:26][C:25]([CH:28]4[CH2:29][CH2:30]4)=[CH:24][C:19]=3[C:20]([OH:22])=[O:21])[CH:10]=[C:11]3[C:15]=2[N:14]([CH3:16])[CH:13]=[CH:12]3)=[CH:3][CH:2]=1. The catalyst class is: 111. (4) Product: [CH2:20]([N:10]1[C:9]2[C:8](=[O:11])[NH:7][C:6](=[O:12])[N:5]([CH3:13])[C:4]=2[N:3]=[C:2]1[Cl:1])[C:21]1[CH:26]=[CH:25][CH:24]=[CH:23][CH:22]=1. Reactant: [Cl:1][C:2]1[NH:10][C:9]2[C:8](=[O:11])[NH:7][C:6](=[O:12])[N:5]([CH3:13])[C:4]=2[N:3]=1.C(=O)([O-])[O-].[K+].[K+].[CH2:20](Br)[C:21]1[CH:26]=[CH:25][CH:24]=[CH:23][CH:22]=1. The catalyst class is: 288. (5) Reactant: [CH3:1][N:2]1[C:6]2[CH:7]=[CH:8][C:9]([C:11]([OH:13])=O)=[CH:10][C:5]=2[N:4]=[CH:3]1.CCN=C=NCCCN(C)C.C1C=CC2N(O)N=NC=2C=1.Cl.[CH3:36][O:37][NH:38][CH3:39].CCN(CC)CC. Product: [CH3:36][O:37][N:38]([CH3:39])[C:11]([C:9]1[CH:8]=[CH:7][C:6]2[N:2]([CH3:1])[CH:3]=[N:4][C:5]=2[CH:10]=1)=[O:13]. The catalyst class is: 34. (6) Reactant: [NH2:1][C:2]1[N:6]([C:7]2[CH:12]=[CH:11][CH:10]=[CH:9][CH:8]=2)[N:5]=[C:4]([C:13]([O:15][CH2:16][CH3:17])=[O:14])[CH:3]=1.[C:18]1([S:24](Cl)(=[O:26])=[O:25])[CH:23]=[CH:22][CH:21]=[CH:20][CH:19]=1.Cl. Product: [C:7]1([N:6]2[C:2]([NH:1][S:24]([C:18]3[CH:23]=[CH:22][CH:21]=[CH:20][CH:19]=3)(=[O:26])=[O:25])=[CH:3][C:4]([C:13]([O:15][CH2:16][CH3:17])=[O:14])=[N:5]2)[CH:12]=[CH:11][CH:10]=[CH:9][CH:8]=1. The catalyst class is: 341.